Predict the reactants needed to synthesize the given product. From a dataset of Full USPTO retrosynthesis dataset with 1.9M reactions from patents (1976-2016). (1) Given the product [NH2:1][C:2]1[CH:3]=[C:4]([CH:8]=[C:9]([Br:11])[CH:10]=1)[C:5]([NH:16][CH2:15][CH2:14][O:13][CH3:12])=[O:7], predict the reactants needed to synthesize it. The reactants are: [NH2:1][C:2]1[CH:3]=[C:4]([CH:8]=[C:9]([Br:11])[CH:10]=1)[C:5]([OH:7])=O.[CH3:12][O:13][CH2:14][CH2:15][NH2:16].C(N(CC)CC)C.C(P1(=O)OP(CCC)(=O)OP(CCC)(=O)O1)CC.CCOC(C)=O. (2) Given the product [Cl:1][C:2]1[C:10]2[N:9]=[C:8]3[N:11]([C:15]4[CH:20]=[CH:19][C:18]([Cl:21])=[CH:17][C:16]=4[Cl:22])[CH2:12][CH2:13][CH2:14][N:7]3[C:6]=2[C:5]([CH:23]([O:28][CH3:32])[C:24]([F:25])([F:26])[F:27])=[CH:4][CH:3]=1, predict the reactants needed to synthesize it. The reactants are: [Cl:1][C:2]1[C:10]2[N:9]=[C:8]3[N:11]([C:15]4[CH:20]=[CH:19][C:18]([Cl:21])=[CH:17][C:16]=4[Cl:22])[CH2:12][CH2:13][CH2:14][N:7]3[C:6]=2[C:5]([CH:23]([OH:28])[C:24]([F:27])([F:26])[F:25])=[CH:4][CH:3]=1.[H-].[Na+].I[CH3:32]. (3) Given the product [CH3:3][N:2]([C:4]1[C:9]2[CH2:10][C@@H:11]3[C:21]([C:22](=[O:23])[C:8]=2[C:7]([OH:33])=[CH:6][CH:5]=1)=[C:20]([OH:24])[C@@:19]1([OH:25])[C@H:13]([C@H:14]([N:30]([CH3:32])[CH3:31])[C:15]([OH:29])=[C:16]([C:26]([NH2:28])=[O:27])[C:17]1=[O:18])[CH2:12]3)[CH3:1], predict the reactants needed to synthesize it. The reactants are: [CH3:1][N:2]([C:4]1[C:9]2[CH2:10][C@@H:11]3[C:21]([C:22](=[O:23])[C:8]=2[C:7]([OH:33])=[CH:6][CH:5]=1)=[C:20]([OH:24])[C@@:19]1([OH:25])[C@H:13]([C@H:14]([N:30]([CH3:32])[CH3:31])[C:15]([OH:29])=[C:16]([C:26]([NH2:28])=[O:27])[C:17]1=[O:18])[CH2:12]3)[CH3:3].Cl.C([O-])(O)=O.[Na+]. (4) Given the product [O:1]1[CH2:5][CH2:4][O:3][CH:2]1[C:6]1[CH:10]=[CH:9][S:8][C:7]=1[CH:11]([CH2:16][CH2:15][CH3:17])[C:12]#[N:13], predict the reactants needed to synthesize it. The reactants are: [O:1]1[CH2:5][CH2:4][O:3][CH:2]1[C:6]1[CH:10]=[CH:9][S:8][C:7]=1[CH2:11][C:12]#[N:13].Br[CH:15]([CH3:17])[CH3:16].[OH-].[K+]. (5) Given the product [NH2:1][C:2]1[N:7]=[CH:6][N:5]=[C:4]([NH:8][C@H:9]([C:11]2[N:16]([C:17]3[CH:22]=[CH:21][CH:20]=[CH:19][CH:18]=3)[C:15](=[O:23])[C:14]3=[C:24]([CH3:27])[CH:25]=[CH:26][N:13]3[N:12]=2)[CH3:10])[C:3]=1[C:28]1[CH:36]=[C:35]2[C:31]([CH:32]=[CH:33][N:34]2[S:37]([C:40]2[CH:41]=[CH:42][C:43]([OH:46])=[CH:44][CH:45]=2)(=[O:38])=[O:39])=[CH:30][CH:29]=1, predict the reactants needed to synthesize it. The reactants are: [NH2:1][C:2]1[N:7]=[CH:6][N:5]=[C:4]([NH:8][C@H:9]([C:11]2[N:16]([C:17]3[CH:22]=[CH:21][CH:20]=[CH:19][CH:18]=3)[C:15](=[O:23])[C:14]3=[C:24]([CH3:27])[CH:25]=[CH:26][N:13]3[N:12]=2)[CH3:10])[C:3]=1[C:28]1[CH:36]=[C:35]2[C:31]([CH:32]=[CH:33][N:34]2[S:37]([C:40]2[CH:45]=[CH:44][C:43]([O:46]C)=[CH:42][CH:41]=2)(=[O:39])=[O:38])=[CH:30][CH:29]=1.B(Br)(Br)Br. (6) Given the product [CH2:8]([NH:11][C:2]1[CH2:6][S:5][C:4](=[O:7])[N:3]=1)[C:9]#[CH:10], predict the reactants needed to synthesize it. The reactants are: S=[C:2]1[CH2:6][S:5][C:4](=[O:7])[NH:3]1.[CH2:8]([NH2:11])[C:9]#[CH:10]. (7) Given the product [N+:30]([C:18]1[CH:17]=[C:16]([C@H:14]([OH:15])[CH2:13][Br:12])[CH:21]=[CH:20][C:19]=1[O:22][CH2:23][C:24]1[CH:29]=[CH:28][CH:27]=[CH:26][CH:25]=1)([O-:32])=[O:31], predict the reactants needed to synthesize it. The reactants are: N[C@H]1C2C(=CC=CC=2)C[C@H]1O.[Br:12][CH2:13][C:14]([C:16]1[CH:21]=[CH:20][C:19]([O:22][CH2:23][C:24]2[CH:29]=[CH:28][CH:27]=[CH:26][CH:25]=2)=[C:18]([N+:30]([O-:32])=[O:31])[CH:17]=1)=[O:15].